This data is from Full USPTO retrosynthesis dataset with 1.9M reactions from patents (1976-2016). The task is: Predict the reactants needed to synthesize the given product. Given the product [NH2:1][C:2]1[C:7]([N+:8]([O-:10])=[O:9])=[CH:6][CH:5]=[CH:4][C:3]=1[O:11][CH3:12], predict the reactants needed to synthesize it. The reactants are: [NH2:1][C:2]1[C:7]([N+:8]([O-:10])=[O:9])=[CH:6][CH:5]=[CH:4][C:3]=1[OH:11].[C:12]([O-])([O-])=O.[K+].[K+].IC.